From a dataset of Forward reaction prediction with 1.9M reactions from USPTO patents (1976-2016). Predict the product of the given reaction. (1) Given the reactants [C:1]([O:4][CH:5]([C@H:8]1[O:12][C@@H:11]([N:13]2[C:17]3[N:18]=[C:19]([NH2:23])[NH:20][C:21](=[O:22])[C:16]=3[S:15][C:14]2=[O:24])[C@@H:10](CC([O-])=O)[CH2:9]1)[CH2:6][CH3:7])(=[O:3])[CH3:2].C([O-])([O-])=[O:30].[K+].[K+].CC(O)=O, predict the reaction product. The product is: [C:1]([O:4][CH:5]([C@@H:8]1[CH2:9][C@@H:10]([OH:30])[C@H:11]([N:13]2[C:17]3[N:18]=[C:19]([NH2:23])[NH:20][C:21](=[O:22])[C:16]=3[S:15][C:14]2=[O:24])[O:12]1)[CH2:6][CH3:7])(=[O:3])[CH3:2]. (2) Given the reactants [C:1]([O:5][C:6](=[O:24])[NH:7][C@@H:8]([CH2:14][C:15]1[CH:20]=[CH:19][C:18]([N+:21]([O-:23])=[O:22])=[CH:17][CH:16]=1)[C:9](=[O:13])[CH:10]=[N+]=[N-])([CH3:4])([CH3:3])[CH3:2].[BrH:25], predict the reaction product. The product is: [Br:25][CH2:10][C:9](=[O:13])[C@@H:8]([NH:7][C:6](=[O:24])[O:5][C:1]([CH3:4])([CH3:3])[CH3:2])[CH2:14][C:15]1[CH:20]=[CH:19][C:18]([N+:21]([O-:23])=[O:22])=[CH:17][CH:16]=1. (3) Given the reactants [NH2:1][C:2]1[CH:6]=[CH:5][O:4][N:3]=1.[C:7](O[C:7]([O:9][C:10]([CH3:13])([CH3:12])[CH3:11])=[O:8])([O:9][C:10]([CH3:13])([CH3:12])[CH3:11])=[O:8], predict the reaction product. The product is: [C:10]([O:9][C:7]([NH:1][C:2]1[CH:6]=[CH:5][O:4][N:3]=1)=[O:8])([CH3:13])([CH3:12])[CH3:11]. (4) Given the reactants [CH3:1][C:2]1([CH3:22])[CH2:7][C:6]([CH3:9])([CH3:8])[CH2:5][CH:4]([C:10]2[CH:15]=[CH:14][CH:13]=[CH:12][C:11]=2[N:16]2[CH2:21][CH2:20][NH:19][CH2:18][CH2:17]2)[CH2:3]1.Br[CH2:24][CH2:25][F:26].[I-].[Na+].C(=O)([O-])[O-].[K+].[K+].C(=O)([O-])O.[Na+], predict the reaction product. The product is: [F:26][CH2:25][CH2:24][N:19]1[CH2:18][CH2:17][N:16]([C:11]2[CH:12]=[CH:13][CH:14]=[CH:15][C:10]=2[CH:4]2[CH2:3][C:2]([CH3:22])([CH3:1])[CH2:7][C:6]([CH3:8])([CH3:9])[CH2:5]2)[CH2:21][CH2:20]1. (5) Given the reactants Br[CH2:2][C:3]1[CH:8]=[CH:7][CH:6]=[C:5]([N+:9]([O-:11])=[O:10])[CH:4]=1.[C-:12]#[N:13].[Na+].O, predict the reaction product. The product is: [N+:9]([C:5]1[CH:4]=[C:3]([CH2:2][C:12]#[N:13])[CH:8]=[CH:7][CH:6]=1)([O-:11])=[O:10]. (6) Given the reactants [OH:1][CH2:2][CH:3]([N:5]1[CH2:10][CH2:9][N:8](C(OC(C)(C)C)=O)[CH2:7][CH2:6]1)[CH3:4].Cl.O1CCOCC1, predict the reaction product. The product is: [N:5]1([CH:3]([CH3:4])[CH2:2][OH:1])[CH2:10][CH2:9][NH:8][CH2:7][CH2:6]1.